Dataset: Forward reaction prediction with 1.9M reactions from USPTO patents (1976-2016). Task: Predict the product of the given reaction. (1) Given the reactants [NH2:1][C:2]1([CH2:15]C(OC)=O)[C:11]2[C:6](=[CH:7][CH:8]=[C:9]([Br:12])[CH:10]=2)[CH2:5][C:4]([CH3:14])([CH3:13])[CH2:3]1.C(N=C=N[CH2:25][CH2:26][CH2:27]N(C)C)C.CNC([NH:35][C:36](=[O:38])[O-:37])=S.[CH3:39][N:40]([CH3:43])[CH:41]=[O:42].[CH2:44](N(C(C)C)C(C)C)C, predict the reaction product. The product is: [Br:12][C:9]1[CH:10]=[C:11]2[C:6]([CH2:5][C:4]([CH3:13])([CH3:14])[CH2:3][C:2]32[CH2:15][C:41](=[O:42])[N:40]([CH3:43])[C:39]([NH:35][C:36](=[O:37])[O:38][C:26]([CH3:25])([CH3:27])[CH3:44])=[N:1]3)=[CH:7][CH:8]=1. (2) Given the reactants [Cl:1][C:2]1[C:3]([C:28]2[CH:33]=[CH:32][CH:31]=[C:30]([NH:34][CH2:35][C:36]3([C:42]#[N:43])[CH2:41][CH2:40][O:39][CH2:38][CH2:37]3)[N:29]=2)=[CH:4][C:5]([NH:8][C@@H:9]2[CH2:14][CH2:13][C@@H:12]([N:15]([CH2:23][CH2:24][O:25][CH3:26])C(=O)OC(C)(C)C)[C@H:11]([OH:27])[CH2:10]2)=[N:6][CH:7]=1.FC(F)(F)C(O)=O, predict the reaction product. The product is: [Cl:1][C:2]1[C:3]([C:28]2[CH:33]=[CH:32][CH:31]=[C:30]([NH:34][CH2:35][C:36]3([C:42]#[N:43])[CH2:37][CH2:38][O:39][CH2:40][CH2:41]3)[N:29]=2)=[CH:4][C:5]([NH:8][C@@H:9]2[CH2:14][CH2:13][C@@H:12]([NH:15][CH2:23][CH2:24][O:25][CH3:26])[C@H:11]([OH:27])[CH2:10]2)=[N:6][CH:7]=1. (3) The product is: [Cl:1][C:2]1[CH:7]=[CH:6][C:5]([N:11]2[CH:15]=[N:14][CH:13]=[N:12]2)=[C:4]([CH2:18][C:17]([OH:20])=[O:19])[CH:3]=1. Given the reactants [Cl:1][C:2]1[CH:3]=[CH:4][C:5]([N:11]2[CH:15]=[N:14][CH:13]=[N:12]2)=[C:6](CC#N)[CH:7]=1.Cl.[C:17]([OH:20])(=[O:19])[CH3:18], predict the reaction product. (4) Given the reactants C[O:2][C:3](=O)[CH2:4][CH2:5][S:6]([C:9]1[CH:14]=[C:13]([CH2:15][NH:16][C:17]([C:19]2[C:20]3[CH:27]=[N:26][N:25]([C:28]4[CH:33]=[CH:32][C:31]([F:34])=[CH:30][CH:29]=4)[C:21]=3[CH:22]=[N:23][CH:24]=2)=[O:18])[CH:12]=[CH:11][N:10]=1)(=[O:8])=[O:7].[BH4-].[Li+], predict the reaction product. The product is: [OH:2][CH2:3][CH2:4][CH2:5][S:6]([C:9]1[CH:14]=[C:13]([CH2:15][NH:16][C:17]([C:19]2[C:20]3[CH:27]=[N:26][N:25]([C:28]4[CH:29]=[CH:30][C:31]([F:34])=[CH:32][CH:33]=4)[C:21]=3[CH:22]=[N:23][CH:24]=2)=[O:18])[CH:12]=[CH:11][N:10]=1)(=[O:7])=[O:8]. (5) Given the reactants [O:1]=[C:2]1[CH:10]2[CH2:11][C:6]3([NH:13]C(=O)OC(C)(C)C)[CH2:7][CH:8]([CH2:12][CH:4]([CH2:5]3)[O:3]1)[CH2:9]2.[ClH:21], predict the reaction product. The product is: [ClH:21].[NH2:13][C:6]12[CH2:11][CH:10]3[CH2:9][CH:8]([CH2:12][CH:4]([O:3][C:2]3=[O:1])[CH2:5]1)[CH2:7]2.[ClH:21]. (6) Given the reactants [N+:1]([C:4]1[C:5]([CH2:14][NH:15][C:16]2[CH:21]=[CH:20][CH:19]=[CH:18][CH:17]=2)=[CH:6][CH:7]=[C:8]2[C:13]=1[N:12]=[CH:11][CH:10]=[CH:9]2)([O-])=O, predict the reaction product. The product is: [C:16]1([NH:15][CH2:14][C:5]2[C:4]([NH2:1])=[C:13]3[C:8]([CH:9]=[CH:10][CH:11]=[N:12]3)=[CH:7][CH:6]=2)[CH:17]=[CH:18][CH:19]=[CH:20][CH:21]=1. (7) Given the reactants [OH-].[K+].[Br:3][CH2:4][CH2:5][CH2:6][CH2:7][CH2:8][CH2:9][C:10]1([CH2:44][CH2:45][CH2:46][CH2:47][CH2:48][CH2:49][Br:50])[C:22]2[C:21]([C:23]3[C:28]4[N:29]=[N:30][S:31][C:27]=4[C:26]([C:32]#[C:33][Si](C)(C)C)=[CH:25][CH:24]=3)=[CH:20][CH:19]=[CH:18][C:17]=2[C:16]2[C:11]1=[CH:12][C:13]([C:38]#[C:39][Si](C)(C)C)=[CH:14][CH:15]=2, predict the reaction product. The product is: [Br:3][CH2:4][CH2:5][CH2:6][CH2:7][CH2:8][CH2:9][C:10]1([CH2:44][CH2:45][CH2:46][CH2:47][CH2:48][CH2:49][Br:50])[C:22]2[C:21]([C:23]3[C:28]4[N:29]=[N:30][S:31][C:27]=4[C:26]([C:32]#[CH:33])=[CH:25][CH:24]=3)=[CH:20][CH:19]=[CH:18][C:17]=2[C:16]2[C:11]1=[CH:12][C:13]([C:38]#[CH:39])=[CH:14][CH:15]=2. (8) Given the reactants C([N:8]1[CH2:13][CH2:12][CH:11]([OH:14])[CH:10]([CH3:15])[CH2:9]1)C1C=CC=CC=1.C(N(CC)CC)C.[CH3:23][C:24]([CH3:29])([CH3:28])[C:25](Cl)=[O:26], predict the reaction product. The product is: [CH3:15][C@@H:10]1[C@@H:11]([O:14][C:25](=[O:26])[C:24]([CH3:29])([CH3:28])[CH3:23])[CH2:12][CH2:13][NH:8][CH2:9]1. (9) The product is: [CH:35]1([NH:38][C:30](=[O:32])[C:29]2[CH:28]=[CH:27][C:26]([C:24]3[N:25]=[C:21]([NH:20][CH3:19])[S:22][CH:23]=3)=[CH:34][CH:33]=2)[CH2:37][CH2:36]1.[CH2:39]([O:46][C:47]([N:49]1[CH:53]([C:54](=[O:55])[N:20]([C:21]2[S:22][CH:23]=[C:24]([C:26]3[CH:34]=[CH:33][C:29]([C:30](=[O:31])[NH:38][CH:35]4[CH2:37][CH2:36]4)=[CH:28][CH:27]=3)[N:25]=2)[CH3:19])[CH2:52][S:51][CH:50]1[C:57]1[CH:58]=[CH:59][N:60]=[CH:61][CH:62]=1)=[O:48])[C:40]1[CH:41]=[CH:42][CH:43]=[CH:44][CH:45]=1. Given the reactants BrCC(C1C=CC(C(O)=O)=CC=1)=O.CNC(N)=S.[CH3:19][NH:20][C:21]1[S:22][CH:23]=[C:24]([C:26]2[CH:34]=[CH:33][C:29]([C:30]([OH:32])=[O:31])=[CH:28][CH:27]=2)[N:25]=1.[CH:35]1([NH2:38])[CH2:37][CH2:36]1.[CH2:39]([O:46][C:47]([N:49]1[CH:53]([C:54](O)=[O:55])[CH2:52][S:51][CH:50]1[C:57]1[CH:62]=[CH:61][N:60]=[CH:59][CH:58]=1)=[O:48])[C:40]1[CH:45]=[CH:44][CH:43]=[CH:42][CH:41]=1, predict the reaction product.